This data is from Forward reaction prediction with 1.9M reactions from USPTO patents (1976-2016). The task is: Predict the product of the given reaction. (1) Given the reactants [C:1]([C:3]1([NH:6][C:7]([C@@H:9]2[CH2:13][C@@H:12]([S:14]([C:17]3[CH:22]=[CH:21][C:20](F)=[CH:19][C:18]=3[Cl:24])(=[O:16])=[O:15])[CH2:11][C@H:10]2[C:25]([N:27]2[CH2:31][CH2:30][C:29]([F:33])([F:32])[CH2:28]2)=[O:26])=[O:8])[CH2:5][CH2:4]1)#[N:2].[C:34]([N:38]1[CH2:43][CH2:42][NH:41][CH2:40][CH2:39]1)([CH3:37])([CH3:36])[CH3:35], predict the reaction product. The product is: [C:1]([C:3]1([NH:6][C:7]([C@@H:9]2[CH2:13][C@@H:12]([S:14]([C:17]3[CH:22]=[CH:21][C:20]([N:41]4[CH2:42][CH2:43][N:38]([C:34]([CH3:37])([CH3:36])[CH3:35])[CH2:39][CH2:40]4)=[CH:19][C:18]=3[Cl:24])(=[O:15])=[O:16])[CH2:11][C@H:10]2[C:25]([N:27]2[CH2:31][CH2:30][C:29]([F:33])([F:32])[CH2:28]2)=[O:26])=[O:8])[CH2:5][CH2:4]1)#[N:2]. (2) Given the reactants [NH2:1][NH:2][C:3]([C:5]1[CH:10]=[CH:9][CH:8]=[CH:7][N:6]=1)=[NH:4].[Cl:11][C:12]1[CH:13]=[CH:14][C:15]([OH:20])=[C:16]([CH:19]=1)[CH:17]=O, predict the reaction product. The product is: [Cl:11][C:12]1[CH:13]=[CH:14][C:15]([OH:20])=[C:16]([C:17]2[NH:1][N:2]=[C:3]([C:5]3[CH:10]=[CH:9][CH:8]=[CH:7][N:6]=3)[N:4]=2)[CH:19]=1. (3) The product is: [C:4]([O:3][C:1]([NH:8][C@@H:9]([C:10]([NH:21][CH2:20][C:19]([F:23])([F:22])[F:18])=[O:12])[C:13]([OH:16])([CH3:15])[CH3:14])=[O:2])([CH3:5])([CH3:6])[CH3:7]. Given the reactants [C:1]([NH:8][C@H:9]([C:13]([OH:16])([CH3:15])[CH3:14])[C:10]([OH:12])=O)([O:3][C:4]([CH3:7])([CH3:6])[CH3:5])=[O:2].Cl.[F:18][C:19]([F:23])([F:22])[CH2:20][NH2:21].C(Cl)CCl.C1C=CC2N(O)N=NC=2C=1.CCN(C(C)C)C(C)C, predict the reaction product. (4) The product is: [F:19][C:20]1[CH:25]=[CH:24][C:23]([N:26]([CH3:47])[S:27]([C:30]2[CH:39]=[CH:38][C:37]3[NH:36][C:35](=[O:40])[C:34]4[NH:41][CH:42]=[C:43]([C:44]([O:46][CH2:2][CH2:3][CH2:4][NH:5][C:6]([O:8][C:9]([CH3:12])([CH3:11])[CH3:10])=[O:7])=[O:45])[C:33]=4[C:32]=3[CH:31]=2)(=[O:29])=[O:28])=[CH:22][CH:21]=1. Given the reactants Br[CH2:2][CH2:3][CH2:4][NH:5][C:6]([O:8][C:9]([CH3:12])([CH3:11])[CH3:10])=[O:7].C(=O)([O-])[O-].[K+].[K+].[F:19][C:20]1[CH:25]=[CH:24][C:23]([N:26]([CH3:47])[S:27]([C:30]2[CH:39]=[CH:38][C:37]3[NH:36][C:35](=[O:40])[C:34]4[NH:41][CH:42]=[C:43]([C:44]([OH:46])=[O:45])[C:33]=4[C:32]=3[CH:31]=2)(=[O:29])=[O:28])=[CH:22][CH:21]=1, predict the reaction product. (5) The product is: [CH3:1][CH:2]([C:6]1[C:10]([CH2:11][OH:12])=[CH:9][N:8]([C:16]2[CH:21]=[CH:20][C:19]([C:22]([F:25])([F:24])[F:23])=[CH:18][N:17]=2)[N:7]=1)[CH2:3][CH2:4][CH3:5]. Given the reactants [CH3:1][CH:2]([C:6]1[C:10]([C:11](OCC)=[O:12])=[CH:9][N:8]([C:16]2[CH:21]=[CH:20][C:19]([C:22]([F:25])([F:24])[F:23])=[CH:18][N:17]=2)[N:7]=1)[CH2:3][CH2:4][CH3:5].[H-].C([Al+]CC(C)C)C(C)C.Cl, predict the reaction product.